From a dataset of Catalyst prediction with 721,799 reactions and 888 catalyst types from USPTO. Predict which catalyst facilitates the given reaction. (1) The catalyst class is: 29. Product: [NH2:1][C:4]1[C:5]([N:9]2[CH:13]=[CH:12][CH:11]=[N:10]2)=[N:6][NH:7][CH:8]=1. Reactant: [N+:1]([C:4]1[C:5]([N:9]2[CH:13]=[CH:12][CH:11]=[N:10]2)=[N:6][NH:7][CH:8]=1)([O-])=O. (2) Reactant: [NH2:1][C:2]1[C:7]([C:8](OC(C)(C)C)=[O:9])=[C:6]([C:15]2[CH2:16][N:17]([C:21]([O:23][C:24]([CH3:27])([CH3:26])[CH3:25])=[O:22])[CH2:18][CH2:19][CH:20]=2)[CH:5]=[C:4]([C:28]2[CH:33]=[CH:32][CH:31]=[CH:30][C:29]=2[O:34][CH2:35][C:36]2[CH:41]=[CH:40][C:39]([O:42][CH3:43])=[CH:38][CH:37]=2)[N:3]=1.[H-].COCCO[Al+]OCCOC.[Na+].[H-]. Product: [NH2:1][C:2]1[C:7]([CH2:8][OH:9])=[C:6]([C:15]2[CH2:16][N:17]([C:21]([O:23][C:24]([CH3:27])([CH3:26])[CH3:25])=[O:22])[CH2:18][CH2:19][CH:20]=2)[CH:5]=[C:4]([C:28]2[CH:33]=[CH:32][CH:31]=[CH:30][C:29]=2[O:34][CH2:35][C:36]2[CH:37]=[CH:38][C:39]([O:42][CH3:43])=[CH:40][CH:41]=2)[N:3]=1. The catalyst class is: 1. (3) Reactant: [F:1][C:2]1([F:17])[CH2:7][CH2:6][C:5]([CH2:15][NH2:16])([C:8]2[CH:9]=[N:10][C:11]([F:14])=[CH:12][CH:13]=2)[CH2:4][CH2:3]1.[Cl:18][C:19]1[C:27]([Cl:28])=[CH:26][CH:25]=[CH:24][C:20]=1[C:21](O)=[O:22].C1C=CC2N(O)N=NC=2C=1.CCN=C=NCCCN(C)C.Cl.CCN(C(C)C)C(C)C. Product: [Cl:18][C:19]1[C:27]([Cl:28])=[CH:26][CH:25]=[CH:24][C:20]=1[C:21]([NH:16][CH2:15][C:5]1([C:8]2[CH:9]=[N:10][C:11]([F:14])=[CH:12][CH:13]=2)[CH2:4][CH2:3][C:2]([F:1])([F:17])[CH2:7][CH2:6]1)=[O:22]. The catalyst class is: 18.